This data is from M1 muscarinic receptor antagonist screen with 61,756 compounds. The task is: Binary Classification. Given a drug SMILES string, predict its activity (active/inactive) in a high-throughput screening assay against a specified biological target. (1) The molecule is O=C(N1CCN(CC1)c1ccccc1)C1CN(C(=O)C1)c1ccc(cc1)C. The result is 0 (inactive). (2) The drug is S(=O)(=O)(Cc1c(cccc1)C)Cc1oc(C(=O)NCCCN2CCOCC2)cc1. The result is 0 (inactive). (3) The drug is O=C(Nc1c(OCC)cccc1)C1CCN(CC1)c1nc(cc(OCC)n1)C. The result is 0 (inactive). (4) The compound is o1c2c(c(N3CCN(CC3)c3ccccc3)c(N)c1=O)cccc2. The result is 0 (inactive). (5) The molecule is S(=O)(=O)(NCCc1nc2sccn2c1)c1sc(CC)cc1. The result is 0 (inactive). (6) The drug is S1C2(CCCCC2)C=2CCCCC2N=C1N. The result is 0 (inactive). (7) The compound is o1c(nc2ncccc12)c1cc(NC(=O)CCCCC)ccc1. The result is 0 (inactive).